Task: Predict the product of the given reaction.. Dataset: Forward reaction prediction with 1.9M reactions from USPTO patents (1976-2016) Given the reactants [CH3:1][O:2][C:3](=[O:26])[C:4]1[CH:9]=[CH:8][C:7]([CH2:10][N:11]([C:19]([O:21][C:22]([CH3:25])([CH3:24])[CH3:23])=[O:20])[C@H:12]2[CH2:17][CH2:16][C@H:15]([OH:18])[CH2:14][CH2:13]2)=[CH:6][CH:5]=1.[C:27]1(P([C:27]2[CH:32]=[CH:31][CH:30]=[CH:29][CH:28]=2)[C:27]2[CH:32]=[CH:31][CH:30]=[CH:29][CH:28]=2)[CH:32]=[CH:31][CH:30]=[CH:29][CH:28]=1.C1(O)C=CC=CC=1.CCOC(/N=N/C(OCC)=O)=O, predict the reaction product. The product is: [CH3:1][O:2][C:3](=[O:26])[C:4]1[CH:5]=[CH:6][C:7]([CH2:10][N:11]([C:19]([O:21][C:22]([CH3:23])([CH3:25])[CH3:24])=[O:20])[C@H:12]2[CH2:13][CH2:14][C@H:15]([O:18][C:27]3[CH:32]=[CH:31][CH:30]=[CH:29][CH:28]=3)[CH2:16][CH2:17]2)=[CH:8][CH:9]=1.